This data is from Forward reaction prediction with 1.9M reactions from USPTO patents (1976-2016). The task is: Predict the product of the given reaction. The product is: [F:47][C:2]([F:1])([F:46])[C:3]1[CH:4]=[C:5]([CH:39]=[C:40]([C:42]([F:43])([F:44])[F:45])[CH:41]=1)[CH2:6][N:7]([CH2:15][C:16]1[CH:21]=[C:20]([C:22]([F:25])([F:24])[F:23])[CH:19]=[CH:18][C:17]=1[N:26]([CH2:37][CH3:38])[CH2:27][CH2:28][CH2:29][CH2:30][CH2:31][C:32]([O:34][CH2:35][CH3:36])=[O:33])[C:8]1[N:9]=[CH:10][C:11]([O:14][CH2:51][CH2:50][O:49][CH3:48])=[CH:12][N:13]=1. Given the reactants [F:1][C:2]([F:47])([F:46])[C:3]1[CH:4]=[C:5]([CH:39]=[C:40]([C:42]([F:45])([F:44])[F:43])[CH:41]=1)[CH2:6][N:7]([CH2:15][C:16]1[CH:21]=[C:20]([C:22]([F:25])([F:24])[F:23])[CH:19]=[CH:18][C:17]=1[N:26]([CH2:37][CH3:38])[CH2:27][CH2:28][CH2:29][CH2:30][CH2:31][C:32]([O:34][CH2:35][CH3:36])=[O:33])[C:8]1[N:13]=[CH:12][C:11]([OH:14])=[CH:10][N:9]=1.[CH3:48][O:49][CH2:50][CH2:51]O.C1(P(C2C=CC=CC=2)C2C=CC=CC=2)C=CC=CC=1.N(C(OCC)=O)=NC(OCC)=O, predict the reaction product.